From a dataset of Drug-target binding data from BindingDB using IC50 measurements. Regression. Given a target protein amino acid sequence and a drug SMILES string, predict the binding affinity score between them. We predict pIC50 (pIC50 = -log10(IC50 in M); higher means more potent). Dataset: bindingdb_ic50. (1) The small molecule is O=C(Nc1ccsc1-c1nc(C(=O)O)c(O)c(=O)[nH]1)OCc1c(Cl)cccc1Cl. The target protein sequence is MLVCGDDLVVIAESDGVEEDKRALGAFTEAMTRYSAPPGDAPQPAYDLELITSCSSNVSVAHDETGKRVYYLTRDPETPLARAAWETARHTPVNSWLGNIIIYAPTIWVRMVLMTHFFSILQSQEALEKALDFDMYGVTYSITPLDLPAIIQ. The pIC50 is 6.6. (2) The small molecule is CCOc1cc2ncnc(Nc3cccc(-c4csc(CO)n4)c3)c2cc1OCC. The target protein (P19112) has sequence MVDHAPFETDISTLTRFVLEEGRKAGGTGEMTQLLNSLCTAIKAISSAVRQAGIAQLYGIAGSTNVTGDQVKKLDILSNDLVINMLKSSYATCVLVSEEDTHAIIIEPEKRGKYVVCFDPLDGSSNIDCLASIGTIFGIYRKTSANEPSEKDALQPGRNLVAAGYALYGSATMLVLAMNCGVNCFMLDPSIGEFILVDRDVKIKKKGNIYSINEGYAKDFDPAINEYIQRKKFPPDNSAPYGARYVGSMVADVHRTLVYGGIFLYPANKKNPSGKLRLLYECNPIAYVMEKAGGLATTGNEDILDIVPTEIHQKAPVIMGSTEDVQEFLEIYNKDKAKSRPSLPLPQSRARESPVHSICDELF. The pIC50 is 6.5. (3) The pIC50 is 7.5. The target protein (P49654) has sequence MNCISDFFTYETTKSVVVKSWTIGIINRAVQLLIISYFVGWVFLHEKAYQVRDTAIESSVVTKVKGFGRYANRVMDVSDYVTPPQGTSVFVIITKMIVTENQMQGFCPENEEKYRCVSDSQCGPERFPGGGILTGRCVNYSSVLRTCEIQGWCPTEVDTVEMPIMMEAENFTIFIKNSIRFPLFNFEKGNLLPNLTDKDIKRCRFHPEKAPFCPILRVGDVVKFAGQDFAKLARTGGVLGIKIGWVCDLDKAWDQCIPKYSFTRLDGVSEKSSVSPGYNFRFAKYYKMENGSEYRTLLKAFGIRFDVLVYGNAGKFNIIPTIISSVAAFTSVGVGTVLCDIILLNFLKGADHYKARKFEEVTETTLKGTASTNPVFASDQATVEKQSTDSGAYSIGH. The compound is CC(=O)N1CCN(C[C@@H](C)NC(=O)c2cc3c(-c4ccccc4)nn(C)c3s2)CC1. (4) The drug is CCCC/C(=C\c1cc(OCc2ccc(-c3csc(C)n3)cc2)ccc1OCc1ccc(C(F)(F)F)cc1)C(=O)O. The target protein (P49768) has sequence MTELPAPLSYFQNAQMSEDNHLSNTVRSQNDNRERQEHNDRRSLGHPEPLSNGRPQGNSRQVVEQDEEEDEELTLKYGAKHVIMLFVPVTLCMVVVVATIKSVSFYTRKDGQLIYTPFTEDTETVGQRALHSILNAAIMISVIVVMTILLVVLYKYRCYKVIHAWLIISSLLLLFFFSFIYLGEVFKTYNVAVDYITVALLIWNFGVVGMISIHWKGPLRLQQAYLIMISALMALVFIKYLPEWTAWLILAVISVYDLVAVLCPKGPLRMLVETAQERNETLFPALIYSSTMVWLVNMAEGDPEAQRRVSKNSKYNAESTERESQDTVAENDDGGFSEEWEAQRDSHLGPHRSTPESRAAVQELSSSILAGEDPEERGVKLGLGDFIFYSVLVGKASATASGDWNTTIACFVAILIGLCLTLLLLAIFKKALPALPISITFGLVFYFATDYLVQPFMDQLAFHQFYI. The pIC50 is 4.7. (5) The drug is O=C(COc1ccc(S(=O)(=O)NCCc2ccccc2)cc1)NCc1ccccc1. The target protein sequence is MLSASTMKEVVYWSPKKVADWLLENAMPEYCEPLEHFTGQDLINLTQEDFKKPPLCRVSSDNGQRLLDMIETLKMEHHLEAHKNGHANGHLNIGVDIPTPDGSFSIKIKPNGMPNGYRKEMIKIPMPELERSQYPMEWGKTFLAFLYALSCFVLTTVMISVVHERVPPKEVQPPLPDTFFDHFNRVQWAFSICEINGMILVGLWLIQWLLLKYKSIISRRFFCIVGTLYLYRCITMYVTTLPVPGMHFNCSPKLFGDWEAQLRRIMKLIAGGGLSITGSHNMCGDYLYSGHTVMLTLTYLFIKEYSPRRLWWYHWICWLLSVVGIFCILLAHDHYTVDVVVAYYITTRLFWWYHTMANQQVLKEASQMNLLARVWWYRPFQYFEKNVQGIVPRSYHWPFPWPVVHLSRQVKYSRLVNDT. The pIC50 is 4.6. (6) The small molecule is COc1ccc([N+](=O)[O-])cc1NC(=O)c1ccccc1O. The target protein (Q12791) has sequence MANGGGGGGGSSGGGGGGGGSSLRMSSNIHANHLSLDASSSSSSSSSSSSSSSSSSSSSSVHEPKMDALIIPVTMEVPCDSRGQRMWWAFLASSMVTFFGGLFIILLWRTLKYLWTVCCHCGGKTKEAQKINNGSSQADGTLKPVDEKEEAVAAEVGWMTSVKDWAGVMISAQTLTGRVLVVLVFALSIGALVIYFIDSSNPIESCQNFYKDFTLQIDMAFNVFFLLYFGLRFIAANDKLWFWLEVNSVVDFFTVPPVFVSVYLNRSWLGLRFLRALRLIQFSEILQFLNILKTSNSIKLVNLLSIFISTWLTAAGFIHLVENSGDPWENFQNNQALTYWECVYLLMVTMSTVGYGDVYAKTTLGRLFMVFFILGGLAMFASYVPEIIELIGNRKKYGGSYSAVSGRKHIVVCGHITLESVSNFLKDFLHKDRDDVNVEIVFLHNISPNLELEALFKRHFTQVEFYQGSVLNPHDLARVKIESADACLILANKYCADPDA.... The pIC50 is 6.3. (7) The small molecule is CC(C)(O)c1ccc(-c2cn(CCC3CC3)c(=O)c3[nH]ccc23)cc1. The target protein sequence is AENESTPIQQLLEHFLRQLQRKDPHGFFAFPVTDAIAPGYSMIIKHPMDFGTMKDKIVANEYKSVTEFKADFKLMCDNAMTYNRPDTVYYKLAKKILHAGFKMMSKQAALLGNEDTAVEEPVPEVVPVQVETAKKSKKPSREVISCMFEPEGNACSLTDSTAEEHVLALVEHAADEARDRINRFLPGGKMGYLKRNGDGSLLYSVVNTAEPDADEEETHPVDLSSLSSKLLPGFTTLGFKDERRNKVTFLSSATTALSMQNNSVFGDLKSDEMELLYSAYGDETGVQCALSLQEFVKDAGSYSKKVVDDLLDQITGGDHSRTLFQLKQRRNVPMKPPDEAKVGDTL. The pIC50 is 6.5.